From a dataset of Forward reaction prediction with 1.9M reactions from USPTO patents (1976-2016). Predict the product of the given reaction. (1) Given the reactants [Cl:1][C:2]1[CH:3]=[CH:4][C:5]([OH:27])=[C:6]([C:8]2[CH:13]=[CH:12][N:11]=[C:10]([N:14]3[CH2:19][CH2:18][N:17](C(OC(C)(C)C)=O)[CH2:16][CH2:15]3)[N:9]=2)[CH:7]=1.[S:28]1[CH:32]=[C:31]([N:33]([S:41]([C:44]2[CH:49]=[C:48]([F:50])[C:47](F)=[CH:46][C:45]=2[F:52])(=[O:43])=[O:42])C(=O)OC(C)(C)C)[N:30]=[CH:29]1.C(=O)([O-])[O-].[K+].[K+].[F:59][C:60]([F:65])([F:64])[C:61]([OH:63])=[O:62], predict the reaction product. The product is: [F:59][C:60]([F:65])([F:64])[C:61]([OH:63])=[O:62].[Cl:1][C:2]1[CH:3]=[CH:4][C:5]([O:27][C:47]2[C:48]([F:50])=[CH:49][C:44]([S:41]([NH:33][C:31]3[N:30]=[CH:29][S:28][CH:32]=3)(=[O:43])=[O:42])=[C:45]([F:52])[CH:46]=2)=[C:6]([C:8]2[CH:13]=[CH:12][N:11]=[C:10]([N:14]3[CH2:15][CH2:16][NH:17][CH2:18][CH2:19]3)[N:9]=2)[CH:7]=1. (2) Given the reactants [F-].[K+].CN(C=O)C.C[Si](C)(C)[C:10]([F:13])([F:12])[F:11].[F:16][C:17]1[N:22]=[C:21](I)[C:20]([O:24][CH2:25][O:26][CH2:27][CH2:28][O:29][CH3:30])=[CH:19][CH:18]=1, predict the reaction product. The product is: [F:16][C:17]1[N:22]=[C:21]([C:10]([F:13])([F:12])[F:11])[C:20]([O:24][CH2:25][O:26][CH2:27][CH2:28][O:29][CH3:30])=[CH:19][CH:18]=1. (3) Given the reactants C(OC([NH:8][C:9]1[S:10][C:11]([Cl:74])=[C:12]([C:14](=[N:53][O:54]C(C2C=CC=CC=2)(C2C=CC=CC=2)C2C=CC=CC=2)[C:15]([NH:17][C@@H:18]2[C:25](=[O:26])[N:24]3[C@@H:19]2[S:20][CH2:21][C:22](/[CH:43]=[CH:44]/OS(C(F)(F)F)(=O)=O)=[C:23]3[C:27]([O:29]C(C2C=CC=CC=2)C2C=CC=CC=2)=[O:28])=[O:16])[N:13]=1)=O)CCC.C([NH:94][CH2:95][CH2:96][S:97][C:98]1[N:103]=[C:102]([SH:104])[CH:101]=[CH:100][N:99]=1)(C1C=CC=CC=1)(C1C=CC=CC=1)C1C=CC=CC=1, predict the reaction product. The product is: [NH2:8][C:9]1[S:10][C:11]([Cl:74])=[C:12]([C:14](=[N:53][OH:54])[C:15]([NH:17][C@@H:18]2[C:25](=[O:26])[N:24]3[C@@H:19]2[S:20][CH2:21][C:22](/[CH:43]=[CH:44]/[S:104][C:102]2[CH:101]=[CH:100][N:99]=[C:98]([S:97][CH2:96][CH2:95][NH2:94])[N:103]=2)=[C:23]3[C:27]([OH:29])=[O:28])=[O:16])[N:13]=1. (4) Given the reactants F[C:2]1[CH:9]=[CH:8][C:5]([C:6]#[N:7])=[CH:4][CH:3]=1.[CH:10]([O:13][C:14]1[CH:19]=[CH:18][C:17]([NH2:20])=[C:16]([C:21]([F:24])([F:23])[F:22])[CH:15]=1)([CH3:12])[CH3:11], predict the reaction product. The product is: [CH:10]([O:13][C:14]1[CH:19]=[CH:18][C:17]([NH:20][C:2]2[CH:9]=[CH:8][C:5]([C:6]#[N:7])=[CH:4][CH:3]=2)=[C:16]([C:21]([F:22])([F:23])[F:24])[CH:15]=1)([CH3:12])[CH3:11]. (5) Given the reactants I[C:2]1[C:3]([C:15]2[CH:20]=[CH:19][CH:18]=[CH:17][CH:16]=2)=[N:4][C:5]([N:8]2[CH2:13][CH2:12][N:11]([CH3:14])[CH2:10][CH2:9]2)=[N:6][CH:7]=1.[NH2:21][C:22]1[CH:23]=[C:24]([SH:28])[CH:25]=[CH:26][CH:27]=1.CC1C=CC2C=CC3C=CC(C)=NC=3C=2N=1.C(=O)([O-])[O-].[K+].[K+], predict the reaction product. The product is: [CH3:14][N:11]1[CH2:12][CH2:13][N:8]([C:5]2[N:4]=[C:3]([C:15]3[CH:20]=[CH:19][CH:18]=[CH:17][CH:16]=3)[C:2]([S:28][C:24]3[CH:23]=[C:22]([CH:27]=[CH:26][CH:25]=3)[NH2:21])=[CH:7][N:6]=2)[CH2:9][CH2:10]1. (6) Given the reactants C(=O)([O-])[O-].[K+].[K+].[CH:7]1([C:10]([C:12]2[CH:21]=[CH:20][C:15]3[NH:16][C:17](=[O:19])[S:18][C:14]=3[CH:13]=2)=[O:11])[CH2:9][CH2:8]1.Cl[CH2:23][CH2:24][O:25][C:26]1[CH:31]=[CH:30][C:29]([CH2:32][CH:33]([O:39][CH2:40][C:41]([F:44])([F:43])[F:42])[C:34]([O:36][CH2:37][CH3:38])=[O:35])=[CH:28][CH:27]=1, predict the reaction product. The product is: [CH:7]1([C:10]([C:12]2[CH:21]=[CH:20][C:15]3[N:16]([CH2:23][CH2:24][O:25][C:26]4[CH:27]=[CH:28][C:29]([CH2:32][CH:33]([O:39][CH2:40][C:41]([F:42])([F:44])[F:43])[C:34]([O:36][CH2:37][CH3:38])=[O:35])=[CH:30][CH:31]=4)[C:17](=[O:19])[S:18][C:14]=3[CH:13]=2)=[O:11])[CH2:8][CH2:9]1.